From a dataset of Full USPTO retrosynthesis dataset with 1.9M reactions from patents (1976-2016). Predict the reactants needed to synthesize the given product. (1) Given the product [C:23]([N:15]([CH:16]1[CH2:17][CH2:18][CH2:19][CH2:20][CH2:21]1)[C:8](=[N:7][CH:1]1[CH2:2][CH2:3][CH2:4][CH2:5][CH2:6]1)[O:9][N:10]=[C:11]([CH2:13][CH3:14])[CH3:12])(=[O:24])[CH3:22], predict the reactants needed to synthesize it. The reactants are: [CH:1]1([NH:7][C:8](=[N:15][CH:16]2[CH2:21][CH2:20][CH2:19][CH2:18][CH2:17]2)[O:9][N:10]=[C:11]([CH2:13][CH3:14])[CH3:12])[CH2:6][CH2:5][CH2:4][CH2:3][CH2:2]1.[CH3:22][C:23](OC(C)=O)=[O:24]. (2) Given the product [N:24]1([CH2:23][CH2:22][NH:21][C:19]([C:15]2[C:16]3[C:11](=[CH:10][C:9]([O:8][C:6]4[CH:5]=[CH:4][N:3]=[C:2]([NH:39][CH2:38][C:34]5[CH:35]=[N:30][CH:31]=[CH:32][CH:33]=5)[N:7]=4)=[CH:18][CH:17]=3)[CH:12]=[CH:13][CH:14]=2)=[O:20])[CH2:29][CH2:28][O:27][CH2:26][CH2:25]1, predict the reactants needed to synthesize it. The reactants are: Cl[C:2]1[N:7]=[C:6]([O:8][C:9]2[CH:10]=[C:11]3[C:16](=[CH:17][CH:18]=2)[C:15]([C:19]([NH:21][CH2:22][CH2:23][N:24]2[CH2:29][CH2:28][O:27][CH2:26][CH2:25]2)=[O:20])=[CH:14][CH:13]=[CH:12]3)[CH:5]=[CH:4][N:3]=1.[N:30]1[CH:35]=[CH:34][C:33](CN)=[CH:32][CH:31]=1.[CH3:38][NH:39]C1N=CN=C(OC2C=C3C(=CC=2)C(C(NCCN2CCOCC2)=O)=CC=C3)C=1. (3) Given the product [NH2:8][C:5]1[N:4]=[C:3]([O:9][C@H:10]2[CH2:14][CH2:13][O:12][CH2:11]2)[C:2]([C:16]#[N:18])=[CH:7][N:6]=1, predict the reactants needed to synthesize it. The reactants are: Br[C:2]1[C:3]([O:9][C@H:10]2[CH2:14][CH2:13][O:12][CH2:11]2)=[N:4][C:5]([NH2:8])=[N:6][CH:7]=1.C[C:16]([N:18](C)C)=O. (4) Given the product [Si:9]([O:8][CH2:7][C:4]1[CH:5]=[CH:6][N:1]=[CH:2][CH:3]=1)([C:12]([CH3:15])([CH3:14])[CH3:13])([CH3:11])[CH3:10], predict the reactants needed to synthesize it. The reactants are: [N:1]1[CH:6]=[CH:5][C:4]([CH2:7][OH:8])=[CH:3][CH:2]=1.[Si:9](Cl)([C:12]([CH3:15])([CH3:14])[CH3:13])([CH3:11])[CH3:10].N1C=CN=C1. (5) Given the product [CH3:19][C:16]1[O:15][C:14]([CH2:13][NH:12][C:6]2[CH:5]=[CH:4][C:3]3[C:2]([C:20]#[N:21])=[CH:11][CH:10]=[CH:9][C:8]=3[N:7]=2)=[CH:18][CH:17]=1, predict the reactants needed to synthesize it. The reactants are: I[C:2]1[CH:11]=[CH:10][CH:9]=[C:8]2[C:3]=1[CH:4]=[CH:5][C:6]([NH:12][CH2:13][C:14]1[O:15][C:16]([CH3:19])=[CH:17][CH:18]=1)=[N:7]2.[C-:20]#[N:21].O. (6) The reactants are: [F:1][C:2]1[CH:3]=[CH:4][C:5]2[N:9]=[CH:8][N:7]([CH2:10][C:11]([OH:13])=O)[C:6]=2[C:14]=1[F:15].[NH2:16][CH:17]([C:19]1[CH:24]=[CH:23][C:22]([C:25]2([C:29]#[N:30])[CH2:28][CH2:27][CH2:26]2)=[CH:21][CH:20]=1)[CH3:18].CCN(CC)CC.CN(C(ON1N=NC2C=CC=NC1=2)=[N+](C)C)C.F[P-](F)(F)(F)(F)F. Given the product [C:29]([C:25]1([C:22]2[CH:21]=[CH:20][C:19]([CH:17]([NH:16][C:11](=[O:13])[CH2:10][N:7]3[C:6]4[C:14]([F:15])=[C:2]([F:1])[CH:3]=[CH:4][C:5]=4[N:9]=[CH:8]3)[CH3:18])=[CH:24][CH:23]=2)[CH2:28][CH2:27][CH2:26]1)#[N:30], predict the reactants needed to synthesize it. (7) Given the product [CH3:23][O:22][C:18]1[CH:17]=[C:16]([C:8]2[C:7]([CH2:6][O:5][C:25]3[CH:30]=[CH:29][C:28]([CH2:31][CH2:32][C:33]([OH:35])=[O:34])=[C:27]([CH3:38])[C:26]=3[CH3:39])=[C:11]([C:12]([F:15])([F:14])[F:13])[S:10][N:9]=2)[CH:21]=[CH:20][CH:19]=1, predict the reactants needed to synthesize it. The reactants are: CS([O:5][CH2:6][C:7]1[C:8]([C:16]2[CH:21]=[CH:20][CH:19]=[C:18]([O:22][CH3:23])[CH:17]=2)=[N:9][S:10][C:11]=1[C:12]([F:15])([F:14])[F:13])(=O)=O.O[C:25]1[CH:30]=[CH:29][C:28]([CH2:31][CH2:32][C:33]([O:35]CC)=[O:34])=[C:27]([CH3:38])[C:26]=1[CH3:39]. (8) Given the product [Br:20][CH:8]([C:6]1[CH:5]=[C:4]([C:11]2[CH:16]=[CH:15][C:14]([C:17]#[N:18])=[CH:13][CH:12]=2)[CH:3]=[C:2]([Cl:1])[CH:7]=1)[CH3:9], predict the reactants needed to synthesize it. The reactants are: [Cl:1][C:2]1[CH:3]=[C:4]([C:11]2[CH:16]=[CH:15][C:14]([C:17]#[N:18])=[CH:13][CH:12]=2)[CH:5]=[C:6]([CH:8](O)[CH3:9])[CH:7]=1.C(Br)(Br)(Br)[Br:20].C1(P(C2C=CC=CC=2)C2C=CC=CC=2)C=CC=CC=1.CCCCC. (9) The reactants are: [Cl:1][C:2]1[CH:10]=[CH:9][C:8]([CH2:11][NH:12][C:13](=[O:18])[C:14]([F:17])([F:16])[F:15])=[CH:7][C:3]=1[C:4]([NH2:6])=[O:5].C(Cl)(=O)[C:20](Cl)=[O:21]. Given the product [Cl:1][C:2]1[CH:10]=[CH:9][C:8]([CH2:11][NH:12][C:13](=[O:18])[C:14]([F:16])([F:17])[F:15])=[CH:7][C:3]=1[C:4]([N:6]=[C:20]=[O:21])=[O:5], predict the reactants needed to synthesize it.